This data is from Full USPTO retrosynthesis dataset with 1.9M reactions from patents (1976-2016). The task is: Predict the reactants needed to synthesize the given product. (1) Given the product [Cl:1][C:2]1[N:3]=[CH:4][C:5]([C:6]([NH:16][C:15]2[CH:17]=[CH:18][C:12]([F:11])=[CH:13][C:14]=2[N+:19]([O-:21])=[O:20])=[O:7])=[CH:9][CH:10]=1, predict the reactants needed to synthesize it. The reactants are: [Cl:1][C:2]1[CH:10]=[CH:9][C:5]([C:6](Cl)=[O:7])=[CH:4][N:3]=1.[F:11][C:12]1[CH:18]=[CH:17][C:15]([NH2:16])=[C:14]([N+:19]([O-:21])=[O:20])[CH:13]=1. (2) Given the product [NH2:20][C:16]1[CH:15]=[C:14]([CH:11]2[CH2:12][CH2:13][N:8]([C:6](=[O:5])[CH3:24])[CH2:9][CH2:10]2)[CH:19]=[CH:18][CH:17]=1, predict the reactants needed to synthesize it. The reactants are: C([O:5][C:6]([N:8]1[CH2:13][CH:12]=[C:11]([C:14]2[CH:19]=[CH:18][CH:17]=[C:16]([N+:20]([O-])=O)[CH:15]=2)[CH2:10][CH2:9]1)=O)(C)(C)C.F[C:24](F)(F)C(O)=O.ClCCl. (3) Given the product [CH2:11]([C:9]1[CH:8]=[CH:7][C:6]([NH:13][C:14]2[C:19]([F:20])=[C:18]([F:21])[CH:17]=[C:16]([F:22])[C:15]=2[F:23])=[C:5]([CH2:4][C:3]([OH:24])=[O:32])[CH:10]=1)[CH3:12], predict the reactants needed to synthesize it. The reactants are: CN(C)[C:3](=[O:24])[CH2:4][C:5]1[CH:10]=[C:9]([CH2:11][CH3:12])[CH:8]=[CH:7][C:6]=1[NH:13][C:14]1[C:19]([F:20])=[C:18]([F:21])[CH:17]=[C:16]([F:22])[C:15]=1[F:23].[OH-].[Na+].CCCC[OH:32].Cl. (4) Given the product [Br:16][C:14]1[CH:15]=[C:10]([O:9][CH2:2][C:3]2[CH:8]=[CH:7][CH:6]=[CH:5][CH:4]=2)[C:11]2[NH:17][C:23]3[CH2:22][CH:21]4[NH:27][CH:26]([C:25]=3[C:12]=2[C:13]=1[C:32]([O:34][C:35]([CH3:38])([CH3:37])[CH3:36])=[O:33])[CH2:19][CH2:20]4, predict the reactants needed to synthesize it. The reactants are: Cl.[CH2:2]([O:9][C:10]1[CH:15]=[C:14]([Br:16])[CH:13]=[CH:12][C:11]=1[NH:17]N)[C:3]1[CH:8]=[CH:7][CH:6]=[CH:5][CH:4]=1.[CH2:19]1[CH:26]2[NH:27][CH:21]([CH2:22][C:23]([CH2:25]2)=O)[CH2:20]1.Cl.Cl.[OH-].[NH4+].[C:32](O[C:32]([O:34][C:35]([CH3:38])([CH3:37])[CH3:36])=[O:33])([O:34][C:35]([CH3:38])([CH3:37])[CH3:36])=[O:33].C(N(CC)CC)C. (5) Given the product [C:3]([O:7][C@@H:8]([C@H:10]1[CH2:14][O:13][C:12](=[O:15])[N:11]1[C:16]1[CH:21]=[C:20]([CH3:22])[N:19]=[C:18]([F:1])[N:17]=1)[CH3:9])([CH3:6])([CH3:5])[CH3:4], predict the reactants needed to synthesize it. The reactants are: [F-:1].[K+].[C:3]([O:7][C@@H:8]([C@H:10]1[CH2:14][O:13][C:12](=[O:15])[N:11]1[C:16]1[CH:21]=[C:20]([CH3:22])[N:19]=[C:18](Cl)[N:17]=1)[CH3:9])([CH3:6])([CH3:5])[CH3:4]. (6) Given the product [C:36]([O:35][C@@H:33]([CH3:34])[C:31]([N:25]1[CH2:26][CH2:27][CH:22]([N:13]2[C:12]([S:11][C:3]3[C:2]([Br:1])=[CH:10][C:6]4[O:7][CH2:8][O:9][C:5]=4[CH:4]=3)=[N:20][C:19]3[C:14]2=[N:15][CH:16]=[N:17][C:18]=3[NH2:21])[CH2:23][CH2:24]1)=[O:32])(=[O:38])[CH3:37], predict the reactants needed to synthesize it. The reactants are: [Br:1][C:2]1[C:3]([S:11][C:12]2[N:13]([CH:22]3[CH2:27][CH2:26][NH:25][CH2:24][CH2:23]3)[C:14]3[C:19]([N:20]=2)=[C:18]([NH2:21])[N:17]=[CH:16][N:15]=3)=[CH:4][C:5]2[O:9][CH2:8][O:7][C:6]=2[CH:10]=1.CO.Cl[C:31]([C@@H:33]([O:35][C:36](=[O:38])[CH3:37])[CH3:34])=[O:32]. (7) Given the product [CH3:18][O:17][C:7]1[C:6]2[N:5]([N:4]=[CH:3][C:2]=2[C:24]#[C:23][Si:20]([CH3:22])([CH3:21])[CH3:19])[CH:10]=[C:9]([C:11]2[CH:12]=[N:13][N:14]([CH3:16])[CH:15]=2)[CH:8]=1, predict the reactants needed to synthesize it. The reactants are: I[C:2]1[CH:3]=[N:4][N:5]2[CH:10]=[C:9]([C:11]3[CH:12]=[N:13][N:14]([CH3:16])[CH:15]=3)[CH:8]=[C:7]([O:17][CH3:18])[C:6]=12.[CH3:19][Si:20]([C:23]#[CH:24])([CH3:22])[CH3:21].C(N(CC)CC)C.[Al]. (8) Given the product [Cl:8][C:7]1[C:2]([NH:9][C:10]2[CH:15]=[CH:14][CH:13]=[CH:12][CH:11]=2)=[N:3][CH:4]=[CH:5][N:6]=1, predict the reactants needed to synthesize it. The reactants are: Cl[C:2]1[C:7]([Cl:8])=[N:6][CH:5]=[CH:4][N:3]=1.[NH2:9][C:10]1[CH:15]=[CH:14][CH:13]=[CH:12][CH:11]=1.C(=O)([O-])[O-].[Na+].[Na+]. (9) The reactants are: COC(=O)[C:4]1[CH:9]=[CH:8][C:7]([Cl:10])=[C:6](Br)[CH:5]=1.[F:13][C:14]1[CH:19]=[CH:18][C:17]([O:20][CH3:21])=[CH:16][C:15]=1B(O)O.[C:25](=[O:28])([O-])[O-:26].[K+].[K+].[CH3:31]N(C=O)C. Given the product [CH3:31][O:26][C:25]([C:5]1[CH:6]=[C:7]([Cl:10])[CH:8]=[C:9]([C:15]2[CH:16]=[C:17]([O:20][CH3:21])[CH:18]=[CH:19][C:14]=2[F:13])[CH:4]=1)=[O:28], predict the reactants needed to synthesize it. (10) Given the product [N:16]1[CH:17]=[CH:18][N:19]=[CH:20][C:15]=1[C:2]1[C:3]([NH2:4])=[CH:24][NH:22][N:29]=1, predict the reactants needed to synthesize it. The reactants are: O=[C:2]([C:15]1[CH:20]=[N:19][CH:18]=[CH:17][N:16]=1)[CH2:3][N:4]1C(=O)C2C(=CC=CC=2)C1=O.C[N:22]([CH:24]=O)C.CC([N:29](C)C)=O.O.NN.